This data is from Choline transporter screen with 302,306 compounds. The task is: Binary Classification. Given a drug SMILES string, predict its activity (active/inactive) in a high-throughput screening assay against a specified biological target. (1) The result is 0 (inactive). The compound is O1CCN(CC1)C(=O)c1noc(c1)COc1ccc(cc1)C(=O)C. (2) The result is 0 (inactive). The drug is FC(F)(F)c1n2nc(C(=O)N3CC4N(CCC4)CC3)cc2nc(c1)c1ccccc1. (3) The molecule is O=C1N(C(=O)C2C3C4C(C4)C(C12)C=C3)C(C)c1ccccc1. The result is 0 (inactive). (4) The drug is S(=O)(=O)(Nc1c(OC)cccc1)c1cc(NC(=O)c2nc3c(cc2)cccc3)ccc1. The result is 0 (inactive). (5) The drug is O1Cc2c(ccc(NC(=O)c3cc(OC)cc(OC)c3)c2)C1=O. The result is 0 (inactive). (6) The result is 0 (inactive). The molecule is S(=O)(=O)(N1CCCC1)c1cc(NC(=O)COc2c(cccc2C)C)ccc1.